This data is from Reaction yield outcomes from USPTO patents with 853,638 reactions. The task is: Predict the reaction yield, written as a fraction of the theoretical maximum amount of product (1.0 means a 100% yield; for example, 0.34 means a 34% yield). (1) The reactants are [CH2:1]([O:7][CH2:8][C:9]([O:11][C:12]([CH3:15])([CH3:14])[CH3:13])=[O:10])[CH2:2][CH2:3][CH2:4][CH:5]=C.C[N+]1([O-])CC[O:20]CC1.CCOC(C)=O.CCCCCCC.I([O-])(=O)(=O)=O.[Na+]. The catalyst is CC(C)=O.O.C(Cl)Cl.O.O.[O-][Os]([O-])(=O)=O.[K+].[K+]. The product is [O:20]=[CH:5][CH2:4][CH2:3][CH2:2][CH2:1][O:7][CH2:8][C:9]([O:11][C:12]([CH3:15])([CH3:14])[CH3:13])=[O:10]. The yield is 0.900. (2) The reactants are [CH3:1][C:2]([C:4]1[CH:9]=[C:8]([O:10][CH3:11])[C:7]([O:12][CH3:13])=[C:6]([O:14][CH3:15])[CH:5]=1)=[O:3].[Br:16]Br. The catalyst is C(OCC)C. The product is [Br:16][CH2:1][C:2]([C:4]1[CH:5]=[C:6]([O:14][CH3:15])[C:7]([O:12][CH3:13])=[C:8]([O:10][CH3:11])[CH:9]=1)=[O:3]. The yield is 0.850.